Predict the reactants needed to synthesize the given product. From a dataset of Full USPTO retrosynthesis dataset with 1.9M reactions from patents (1976-2016). (1) Given the product [CH:33]1[C:34]2[CH:22]([CH2:21][O:20][C:19]([NH:1][C@H:2]([C:9]([O:11][CH3:12])=[O:10])[CH2:3][O:4][CH2:5][C:6]([OH:8])=[O:7])=[O:35])[C:23]3[C:28](=[CH:27][CH:26]=[CH:25][CH:24]=3)[C:29]=2[CH:30]=[CH:31][CH:32]=1, predict the reactants needed to synthesize it. The reactants are: [NH2:1][C@H:2]([C:9]([O:11][CH3:12])=[O:10])[CH2:3][O:4][CH2:5][C:6]([OH:8])=[O:7].O.C(=O)(O)[O-].[Na+].[C:19](=O)([O:35]N1C(=O)CCC1=O)[O:20][CH2:21][CH:22]1[C:34]2[CH:33]=[CH:32][CH:31]=[CH:30][C:29]=2[C:28]2[C:23]1=[CH:24][CH:25]=[CH:26][CH:27]=2. (2) Given the product [CH2:23]([S:20]([NH:19][C:18]([CH:17]1[CH2:16][CH2:15][N:14]([C:31]2[C:41]([C:42]#[N:43])=[CH:40][C:34]([C:35]([O:37][CH2:38][CH3:39])=[O:36])=[C:33]([CH3:44])[N:32]=2)[CH2:13][CH:12]1[CH2:11][CH2:10][C:9]([OH:45])=[O:8])=[O:30])(=[O:21])=[O:22])[C:24]1[CH:25]=[CH:26][CH:27]=[CH:28][CH:29]=1, predict the reactants needed to synthesize it. The reactants are: C([O:8][C:9](=[O:45])[CH2:10][CH2:11][CH:12]1[CH:17]([C:18](=[O:30])[NH:19][S:20]([CH2:23][C:24]2[CH:29]=[CH:28][CH:27]=[CH:26][CH:25]=2)(=[O:22])=[O:21])[CH2:16][CH2:15][N:14]([C:31]2[C:41]([C:42]#[N:43])=[CH:40][C:34]([C:35]([O:37][CH2:38][CH3:39])=[O:36])=[C:33]([CH3:44])[N:32]=2)[CH2:13]1)C1C=CC=CC=1. (3) The reactants are: [Br:1][C:2]1[CH:3]=[C:4]([C:7]2[CH:11]=[CH:10][NH:9][N:8]=2)[S:5][CH:6]=1.[H-].[Na+].[CH2:14](I)[CH3:15].O. Given the product [Br:1][C:2]1[CH:3]=[C:4]([C:7]2[CH:11]=[CH:10][N:9]([CH2:14][CH3:15])[N:8]=2)[S:5][CH:6]=1.[Br:1][C:2]1[CH:3]=[C:4]([C:7]2[N:8]([CH2:14][CH3:15])[N:9]=[CH:10][CH:11]=2)[S:5][CH:6]=1, predict the reactants needed to synthesize it. (4) Given the product [CH3:8][C:6]1[C:5]([CH:9]([CH2:14][CH2:15][CH3:16])[C:10]([O:12][CH3:13])=[O:11])=[C:4]([C:17]2[CH:22]=[CH:21][C:20]([CH3:23])=[CH:19][CH:18]=2)[N:3]=[C:2]([N:32]2[CH2:33][CH2:34][CH2:35][CH:30]([C:24]3[CH:29]=[CH:28][CH:27]=[CH:26][CH:25]=3)[CH2:31]2)[N:7]=1, predict the reactants needed to synthesize it. The reactants are: Cl[C:2]1[N:7]=[C:6]([CH3:8])[C:5]([CH:9]([CH2:14][CH2:15][CH3:16])[C:10]([O:12][CH3:13])=[O:11])=[C:4]([C:17]2[CH:22]=[CH:21][C:20]([CH3:23])=[CH:19][CH:18]=2)[N:3]=1.[C:24]1([CH:30]2[CH2:35][CH2:34][CH2:33][NH:32][CH2:31]2)[CH:29]=[CH:28][CH:27]=[CH:26][CH:25]=1.C(N(CC)CC)C. (5) The reactants are: [CH3:1][NH:2][C@H:3]([C:8]([OH:10])=[O:9])[CH2:4][CH2:5][S:6]C.N.CO.C(=O)=O.[Na].[Cl-].[NH4+].[C:20]1([C:26]([C:34]2[CH:39]=[CH:38][CH:37]=[CH:36][CH:35]=2)([C:28]2[CH:33]=[CH:32][CH:31]=[CH:30][CH:29]=2)O)[CH:25]=[CH:24][CH:23]=[CH:22][CH:21]=1.FC(F)(F)C(O)=O. Given the product [CH3:1][NH:2][C@H:3]([C:8]([OH:10])=[O:9])[CH2:4][CH2:5][S:6][C:26]([C:34]1[CH:39]=[CH:38][CH:37]=[CH:36][CH:35]=1)([C:28]1[CH:33]=[CH:32][CH:31]=[CH:30][CH:29]=1)[C:20]1[CH:25]=[CH:24][CH:23]=[CH:22][CH:21]=1, predict the reactants needed to synthesize it.